This data is from Full USPTO retrosynthesis dataset with 1.9M reactions from patents (1976-2016). The task is: Predict the reactants needed to synthesize the given product. (1) Given the product [CH3:1][C:2]1[CH:3]=[C:4]([CH:5]=[CH:6][C:7]=1[CH3:8])[O:9][CH2:10][CH:12]1[CH2:13][O:14]1, predict the reactants needed to synthesize it. The reactants are: [CH3:1][C:2]1[CH:3]=[C:4]([OH:9])[CH:5]=[CH:6][C:7]=1[CH3:8].[CH2:10]([CH:12]1[O:14][CH2:13]1)Cl. (2) The reactants are: N1C=CC=CC=1C(O)=O.[NH2:10][C:11]1[C:16]([C:17]2[CH:22]=[CH:21][C:20]([OH:23])=[CH:19][CH:18]=2)=[CH:15][CH:14]=[CH:13][N:12]=1.P([O-])([O-])([O-])=O.[K+].[K+].[K+].Br[C:33]1[CH:38]=[CH:37][C:36]([CH2:39][CH3:40])=[CH:35][CH:34]=1. Given the product [CH2:39]([C:36]1[CH:37]=[CH:38][C:33]([O:23][C:20]2[CH:21]=[CH:22][C:17]([C:16]3[C:11]([NH2:10])=[N:12][CH:13]=[CH:14][CH:15]=3)=[CH:18][CH:19]=2)=[CH:34][CH:35]=1)[CH3:40], predict the reactants needed to synthesize it. (3) Given the product [NH2:32][C:29]1[N:30]=[CH:31][C:26]([C:23]2[CH:24]=[CH:25][C:20]([C:16]3([C:13]4[N:12]=[C:11]([C:9]5[CH:8]=[N:7][N:6]([CH2:5][C:4]([OH:33])=[O:3])[CH:10]=5)[O:15][N:14]=4)[CH2:19][CH2:18][CH2:17]3)=[CH:21][CH:22]=2)=[CH:27][N:28]=1, predict the reactants needed to synthesize it. The reactants are: C([O:3][C:4](=[O:33])[CH2:5][N:6]1[CH:10]=[C:9]([C:11]2[O:15][N:14]=[C:13]([C:16]3([C:20]4[CH:25]=[CH:24][C:23]([C:26]5[CH:27]=[N:28][C:29]([NH2:32])=[N:30][CH:31]=5)=[CH:22][CH:21]=4)[CH2:19][CH2:18][CH2:17]3)[N:12]=2)[CH:8]=[N:7]1)C.C1COCC1.O.[OH-].[Li+].Cl.